Dataset: Full USPTO retrosynthesis dataset with 1.9M reactions from patents (1976-2016). Task: Predict the reactants needed to synthesize the given product. (1) Given the product [O:1]=[C:2]1[CH2:11][CH2:10][C:9]2[C:4](=[CH:5][CH:6]=[C:7]([NH:12][C:13]3[N:14]=[C:15]([N:22]4[CH2:23][CH2:24][CH:25]([CH2:28][C:29]([OH:31])=[O:30])[CH2:26][CH2:27]4)[C:16]4[CH:21]=[CH:20][NH:19][C:17]=4[N:18]=3)[CH:8]=2)[NH:3]1, predict the reactants needed to synthesize it. The reactants are: [O:1]=[C:2]1[CH2:11][CH2:10][C:9]2[C:4](=[CH:5][CH:6]=[C:7]([NH:12][C:13]3[N:14]=[C:15]([N:22]4[CH2:27][CH2:26][CH:25]([CH2:28][C:29]([O:31]CCCC)=[O:30])[CH2:24][CH2:23]4)[C:16]4[CH:21]=[CH:20][NH:19][C:17]=4[N:18]=3)[CH:8]=2)[NH:3]1.[Li+].[OH-].CC(O)=O. (2) Given the product [NH2:1][C:2]1[C:7]([CH:8]=[O:9])=[C:6]([NH:25][C:22]2[CH:23]=[CH:24][C:19]([O:18][CH2:11][C:12]3[CH:17]=[CH:16][CH:15]=[CH:14][CH:13]=3)=[C:20]([Cl:26])[CH:21]=2)[N:5]=[CH:4][N:3]=1, predict the reactants needed to synthesize it. The reactants are: [NH2:1][C:2]1[C:7]([CH:8]=[O:9])=[C:6](Cl)[N:5]=[CH:4][N:3]=1.[CH2:11]([O:18][C:19]1[CH:24]=[CH:23][C:22]([NH2:25])=[CH:21][C:20]=1[Cl:26])[C:12]1[CH:17]=[CH:16][CH:15]=[CH:14][CH:13]=1.COCCO.Cl. (3) Given the product [Cl:30][C:25]1[CH:24]=[C:23]([NH:22][C:21]2[C:16]3[C:15]4[CH2:32][CH2:33][N:12]([C:10](=[O:11])/[CH:9]=[CH:36]/[C@@H:38]5[CH2:42][CH2:41][CH2:40][N:39]5[C:43]([O:45][C:46]([CH3:47])([CH3:49])[CH3:48])=[O:44])[CH2:13][C:14]=4[S:31][C:17]=3[N:18]=[CH:19][N:20]=2)[CH:28]=[CH:27][C:26]=1[F:29], predict the reactants needed to synthesize it. The reactants are: C(OP([CH2:9][C:10]([N:12]1[CH2:33][CH2:32][C:15]2[C:16]3[C:21]([NH:22][C:23]4[CH:28]=[CH:27][C:26]([F:29])=[C:25]([Cl:30])[CH:24]=4)=[N:20][CH:19]=[N:18][C:17]=3[S:31][C:14]=2[CH2:13]1)=[O:11])(=O)OCC)C.[H-].[Na+].[CH:36]([C@@H:38]1[CH2:42][CH2:41][CH2:40][N:39]1[C:43]([O:45][C:46]([CH3:49])([CH3:48])[CH3:47])=[O:44])=O.CO. (4) Given the product [Br:24][C:25]1[C:26]([O:1][C:2]2[CH:3]=[CH:4][C:5]3[N:9]=[C:8]([CH2:10][O:11][C:12]4[CH:13]=[C:14]([CH:19]=[CH:20][CH:21]=4)[C:15]([O:17][CH3:18])=[O:16])[N:7]([CH3:22])[C:6]=3[CH:23]=2)=[N:27][CH:28]=[C:29]([CH3:31])[CH:30]=1, predict the reactants needed to synthesize it. The reactants are: [OH:1][C:2]1[CH:3]=[CH:4][C:5]2[N:9]=[C:8]([CH2:10][O:11][C:12]3[CH:13]=[C:14]([CH:19]=[CH:20][CH:21]=3)[C:15]([O:17][CH3:18])=[O:16])[N:7]([CH3:22])[C:6]=2[CH:23]=1.[Br:24][C:25]1[C:26](F)=[N:27][CH:28]=[C:29]([CH3:31])[CH:30]=1.N1C2C(=CC=C3C=2N=CC=C3)C=CC=1.C(=O)([O-])[O-].[Cs+].[Cs+]. (5) Given the product [Br:14][C:15]1[C:16]([OH:24])=[C:17]([CH:20]=[C:21]([Cl:23])[CH:22]=1)[CH2:18][N:4]1[CH2:5][CH2:6][N:1]([C:7]2[N:12]=[CH:11][NH:10][C:9](=[O:13])[CH:8]=2)[CH2:2][CH2:3]1, predict the reactants needed to synthesize it. The reactants are: [N:1]1([C:7]2[N:12]=[CH:11][NH:10][C:9](=[O:13])[CH:8]=2)[CH2:6][CH2:5][NH:4][CH2:3][CH2:2]1.[Br:14][C:15]1[CH:22]=[C:21]([Cl:23])[CH:20]=[C:17]([CH:18]=O)[C:16]=1[OH:24].